From a dataset of Peptide-MHC class II binding affinity with 134,281 pairs from IEDB. Regression. Given a peptide amino acid sequence and an MHC pseudo amino acid sequence, predict their binding affinity value. This is MHC class II binding data. The peptide sequence is LTKLAAAWGGSGSEA. The MHC is DRB1_1302 with pseudo-sequence DRB1_1302. The binding affinity (normalized) is 0.